From a dataset of NCI-60 drug combinations with 297,098 pairs across 59 cell lines. Regression. Given two drug SMILES strings and cell line genomic features, predict the synergy score measuring deviation from expected non-interaction effect. (1) Drug 1: C1=CC(=CC=C1CCCC(=O)O)N(CCCl)CCCl. Drug 2: C1CC(C1)(C(=O)O)C(=O)O.[NH2-].[NH2-].[Pt+2]. Cell line: ACHN. Synergy scores: CSS=67.5, Synergy_ZIP=-5.19, Synergy_Bliss=-4.79, Synergy_Loewe=-3.68, Synergy_HSA=-0.605. (2) Drug 1: C1C(C(OC1N2C=NC3=C(N=C(N=C32)Cl)N)CO)O. Drug 2: CN1C(=O)N2C=NC(=C2N=N1)C(=O)N. Cell line: IGROV1. Synergy scores: CSS=7.10, Synergy_ZIP=-6.93, Synergy_Bliss=-4.48, Synergy_Loewe=-4.79, Synergy_HSA=-4.35. (3) Drug 1: COC1=NC(=NC2=C1N=CN2C3C(C(C(O3)CO)O)O)N. Drug 2: CCN(CC)CCNC(=O)C1=C(NC(=C1C)C=C2C3=C(C=CC(=C3)F)NC2=O)C. Cell line: HOP-62. Synergy scores: CSS=2.55, Synergy_ZIP=17.7, Synergy_Bliss=35.6, Synergy_Loewe=-1.25, Synergy_HSA=-1.09. (4) Drug 1: CC(C1=C(C=CC(=C1Cl)F)Cl)OC2=C(N=CC(=C2)C3=CN(N=C3)C4CCNCC4)N. Drug 2: CN1CCC(CC1)COC2=C(C=C3C(=C2)N=CN=C3NC4=C(C=C(C=C4)Br)F)OC. Cell line: A549. Synergy scores: CSS=24.3, Synergy_ZIP=-2.47, Synergy_Bliss=4.90, Synergy_Loewe=4.78, Synergy_HSA=6.25. (5) Drug 1: C1=NC2=C(N1)C(=S)N=C(N2)N. Drug 2: CN(CC1=CN=C2C(=N1)C(=NC(=N2)N)N)C3=CC=C(C=C3)C(=O)NC(CCC(=O)O)C(=O)O. Cell line: U251. Synergy scores: CSS=39.9, Synergy_ZIP=-9.76, Synergy_Bliss=-2.96, Synergy_Loewe=-16.8, Synergy_HSA=0.315. (6) Drug 1: CCC1(CC2CC(C3=C(CCN(C2)C1)C4=CC=CC=C4N3)(C5=C(C=C6C(=C5)C78CCN9C7C(C=CC9)(C(C(C8N6C=O)(C(=O)OC)O)OC(=O)C)CC)OC)C(=O)OC)O.OS(=O)(=O)O. Drug 2: CCC1(CC2CC(C3=C(CCN(C2)C1)C4=CC=CC=C4N3)(C5=C(C=C6C(=C5)C78CCN9C7C(C=CC9)(C(C(C8N6C)(C(=O)OC)O)OC(=O)C)CC)OC)C(=O)OC)O.OS(=O)(=O)O. Cell line: NCI-H226. Synergy scores: CSS=2.98, Synergy_ZIP=-2.71, Synergy_Bliss=-3.10, Synergy_Loewe=-15.2, Synergy_HSA=-3.44.